Dataset: Catalyst prediction with 721,799 reactions and 888 catalyst types from USPTO. Task: Predict which catalyst facilitates the given reaction. (1) Reactant: [CH2:1]([C:3]1[C:12]2[C:7](=[CH:8][C:9]([O:15][CH3:16])=[C:10]([O:13][CH3:14])[CH:11]=2)[CH:6]=[C:5]([OH:17])[N:4]=1)[CH3:2].Cl.Cl[CH2:20][C:21]1[CH:22]=[C:23]2[C:28](=[CH:29][CH:30]=1)[N:27]=[C:26]([CH3:31])[CH:25]=[CH:24]2.[Li+].[OH-]. Product: [CH2:1]([C:3]1[C:12]2[C:7](=[CH:8][C:9]([O:15][CH3:16])=[C:10]([O:13][CH3:14])[CH:11]=2)[C:6]([CH2:20][C:21]2[CH:22]=[C:23]3[C:28](=[CH:29][CH:30]=2)[N:27]=[C:26]([CH3:31])[CH:25]=[CH:24]3)=[C:5]([OH:17])[N:4]=1)[CH3:2]. The catalyst class is: 1. (2) Reactant: Cl[CH2:2][C:3]([NH:5][C:6]1[CH:11]=[CH:10][C:9]([F:12])=[CH:8][CH:7]=1)=[O:4].[NH2:13][CH2:14][CH2:15][OH:16].C(OC(C)C)(=O)C. Product: [F:12][C:9]1[CH:10]=[CH:11][C:6]([NH:5][C:3](=[O:4])[CH2:2][NH:13][CH2:14][CH2:15][OH:16])=[CH:7][CH:8]=1. The catalyst class is: 6. (3) Reactant: C([Mg]Br)[C:2]1[CH:7]=[CH:6][C:5]([O:8][CH3:9])=[CH:4][CH:3]=1.[O:12]=[C:13]1[CH2:16][CH:15]([C:17]([O:19][CH3:20])=[O:18])[CH2:14]1.[O-]S([O-])(=O)=O.[Na+].[Na+]. Product: [OH:12][C:13]1([C:2]2[CH:7]=[CH:6][C:5]([O:8][CH3:9])=[CH:4][CH:3]=2)[CH2:16][CH:15]([C:17]([O:19][CH3:20])=[O:18])[CH2:14]1. The catalyst class is: 28. (4) Reactant: C(OC([N:8]1[C:12]2[CH:13]=[CH:14][CH:15]=[CH:16][C:11]=2[N:10]=[C:9]1[CH2:17][NH:18][CH:19]1[C:28]2[N:27]=[CH:26][CH:25]=[CH:24][C:23]=2[CH2:22][CH2:21][CH2:20]1)=O)(C)(C)C.[N:29]1[CH:34]=[CH:33][CH:32]=[CH:31][C:30]=1[C:35]1[CH:40]=[CH:39][C:38]([CH:41]=O)=[CH:37][CH:36]=1.[BH-](OC(C)=O)(OC(C)=O)OC(C)=O.[Na+]. Product: [NH:10]1[C:11]2[CH:16]=[CH:15][CH:14]=[CH:13][C:12]=2[N:8]=[C:9]1[CH2:17][N:18]([CH2:41][C:38]1[CH:37]=[CH:36][C:35]([C:30]2[CH:31]=[CH:32][CH:33]=[CH:34][N:29]=2)=[CH:40][CH:39]=1)[CH:19]1[C:28]2[N:27]=[CH:26][CH:25]=[CH:24][C:23]=2[CH2:22][CH2:21][CH2:20]1. The catalyst class is: 2.